Dataset: Forward reaction prediction with 1.9M reactions from USPTO patents (1976-2016). Task: Predict the product of the given reaction. (1) Given the reactants Br[C:2]1[CH:3]=[N:4][C:5]([Cl:8])=[N:6][CH:7]=1.[O:9]1[CH2:13][CH:12]=[C:11](B2OC(C)(C)C(C)(C)O2)[CH2:10]1.COC1C=CC=C(OC)C=1C1C=CC=CC=1P(C1CCCCC1)C1CCCCC1.[O-]P([O-])([O-])=O.[K+].[K+].[K+], predict the reaction product. The product is: [Cl:8][C:5]1[N:4]=[CH:3][C:2]([C:11]2[CH2:10][O:9][CH2:13][CH:12]=2)=[CH:7][N:6]=1. (2) Given the reactants [CH:1]1([NH:4][C:5]([NH:7][C:8]2[CH:13]=[CH:12][C:11]([O:14][C:15]3[CH:20]=[CH:19][N:18]=[C:17]4[CH:21]=[C:22]([C:24]5[CH:29]=[CH:28][C:27]([CH2:30][N:31]6[CH2:36][CH2:35][NH:34][CH2:33][CH2:32]6)=[CH:26][N:25]=5)[S:23][C:16]=34)=[C:10]([F:37])[CH:9]=2)=[O:6])[CH2:3][CH2:2]1.CCN(C(C)C)C(C)C.Cl[CH2:48][C@H:49]([OH:51])[CH3:50], predict the reaction product. The product is: [CH:1]1([NH:4][C:5]([NH:7][C:8]2[CH:13]=[CH:12][C:11]([O:14][C:15]3[CH:20]=[CH:19][N:18]=[C:17]4[CH:21]=[C:22]([C:24]5[CH:29]=[CH:28][C:27]([CH2:30][N:31]6[CH2:32][CH2:33][N:34]([CH2:48][C@H:49]([OH:51])[CH3:50])[CH2:35][CH2:36]6)=[CH:26][N:25]=5)[S:23][C:16]=34)=[C:10]([F:37])[CH:9]=2)=[O:6])[CH2:3][CH2:2]1.